This data is from Reaction yield outcomes from USPTO patents with 853,638 reactions. The task is: Predict the reaction yield, written as a fraction of the theoretical maximum amount of product (1.0 means a 100% yield; for example, 0.34 means a 34% yield). (1) The reactants are [Br:1][C:2]1[CH:9]=[CH:8][C:5]([C:6]#[N:7])=[C:4](F)[CH:3]=1.Cl.[C:12]1([NH:18][NH2:19])[CH:17]=[CH:16][CH:15]=[CH:14][CH:13]=1.C(N(C(C)C)CC)(C)C. The catalyst is C(O)CCC. The product is [Br:1][C:2]1[CH:3]=[CH:4][C:5]2[C:8]([CH:9]=1)=[N:19][N:18]([C:12]1[CH:17]=[CH:16][CH:15]=[CH:14][CH:13]=1)[C:6]=2[NH2:7]. The yield is 0.260. (2) The reactants are [F:1][C:2]([F:18])([F:17])[C:3]1[CH:8]=[CH:7][C:6]([C:9]2[CH:16]=[CH:15][C:12]([CH:13]=O)=[CH:11][CH:10]=2)=[CH:5][CH:4]=1.[CH2:19]([N:21]([CH2:25][CH3:26])[CH2:22][CH2:23][NH2:24])[CH3:20].[BH4-].[Na+].[H][H]. The catalyst is ClCCl.C(O)C. The product is [CH2:19]([N:21]([CH2:25][CH3:26])[CH2:22][CH2:23][NH:24][CH2:13][C:12]1[CH:15]=[CH:16][C:9]([C:6]2[CH:7]=[CH:8][C:3]([C:2]([F:18])([F:17])[F:1])=[CH:4][CH:5]=2)=[CH:10][CH:11]=1)[CH3:20]. The yield is 0.980. (3) The reactants are [NH2:1][C:2]1[CH:3]=[C:4]([C:9]2[CH:10]=[CH:11][C:12](=[O:30])[N:13]([CH2:15][CH2:16][O:17][C:18]3[C:27]4[C:22](=[CH:23][C:24]([O:28][CH3:29])=[CH:25][CH:26]=4)[N:21]=[CH:20][CH:19]=3)[CH:14]=2)[CH:5]=[CH:6][C:7]=1[CH3:8].C(N(CC)CC)C.[C:38](Cl)(=[O:44])[O:39][CH2:40][CH:41]([CH3:43])[CH3:42]. The catalyst is C(Cl)Cl. The product is [CH3:29][O:28][C:24]1[CH:23]=[C:22]2[C:27]([C:18]([O:17][CH2:16][CH2:15][N:13]3[C:12](=[O:30])[CH:11]=[CH:10][C:9]([C:4]4[CH:5]=[CH:6][C:7]([CH3:8])=[C:2]([NH:1][C:38](=[O:44])[O:39][CH2:40][CH:41]([CH3:43])[CH3:42])[CH:3]=4)=[CH:14]3)=[CH:19][CH:20]=[N:21]2)=[CH:26][CH:25]=1. The yield is 0.700. (4) The yield is 0.270. The product is [OH:9][C:3]12[CH2:4][CH:5]([O:7][CH3:8])[CH2:6][CH:2]1[NH:13][C:11]([C:14]1[C:15]([CH3:25])=[CH:16][C:17]([CH3:24])=[C:18]([CH:23]=1)[C:19]([O:21][CH3:22])=[O:20])=[N:12]2. The reactants are Br[CH:2]1[CH2:6][CH:5]([O:7][CH3:8])[CH2:4][C:3]1=[O:9].Cl.[C:11]([C:14]1[C:15]([CH3:25])=[CH:16][C:17]([CH3:24])=[C:18]([CH:23]=1)[C:19]([O:21][CH3:22])=[O:20])(=[NH:13])[NH2:12].C(=O)([O-])[O-].[K+].[K+]. The catalyst is C(#N)C. (5) The reactants are [CH3:1][O:2][C:3]1[N:8]=[C:7]([C:9]([O:11]C)=O)[CH:6]=[CH:5][CH:4]=1.[C:13]([O:16][CH2:17][CH3:18])(=[O:15])[CH3:14].C[Si]([N-][Si](C)(C)C)(C)C.[Li+]. The catalyst is C1COCC1. The product is [CH3:1][O:2][C:3]1[N:8]=[C:7]([C:9](=[O:11])[CH2:14][C:13]([O:16][CH2:17][CH3:18])=[O:15])[CH:6]=[CH:5][CH:4]=1. The yield is 0.690. (6) The product is [Br:6][C:7]1[CH:20]=[CH:19][C:10]2[N:11]=[C:12]([C@H:14]3[CH2:15][C@@H:16]([N:1]4[CH2:5][CH2:4][CH2:3][CH2:2]4)[CH2:17]3)[S:13][C:9]=2[CH:8]=1. The yield is 0.550. The reactants are [NH:1]1[CH2:5][CH2:4][CH2:3][CH2:2]1.[Br:6][C:7]1[CH:20]=[CH:19][C:10]2[N:11]=[C:12]([CH:14]3[CH2:17][C:16](=O)[CH2:15]3)[S:13][C:9]=2[CH:8]=1.C([BH3-])#N.[Na+]. The catalyst is CO. (7) The reactants are [Cl:1][C:2]1[CH:3]=[CH:4][C:5]([CH:23]=[O:24])=[C:6]2[C:10]=1[N:9]=[C:8]1[N:11]([C:15]3[CH:20]=[CH:19][C:18]([Cl:21])=[CH:17][C:16]=3[Cl:22])[CH2:12][CH2:13][CH2:14][N:7]21.C[Si](C)(C)[C:27]([F:30])([F:29])[F:28].[F-].C([N+](CCCC)(CCCC)CCCC)CCC.Cl. The catalyst is O1CCCC1.C(OCC)(=O)C. The product is [Cl:1][C:2]1[C:10]2[N:9]=[C:8]3[N:11]([C:15]4[CH:20]=[CH:19][C:18]([Cl:21])=[CH:17][C:16]=4[Cl:22])[CH2:12][CH2:13][CH2:14][N:7]3[C:6]=2[C:5]([CH:23]([OH:24])[C:27]([F:30])([F:29])[F:28])=[CH:4][CH:3]=1. The yield is 0.990. (8) The reactants are C1N2CN3CN(C2)CN1C3.[F:11][C:12]1[CH:17]=[CH:16][CH:15]=[C:14]([O:18][CH3:19])[C:13]=1[OH:20].FC(F)(F)[C:23](O)=[O:24]. No catalyst specified. The product is [F:11][C:12]1[C:13]([OH:20])=[C:14]([O:18][CH3:19])[CH:15]=[CH:16][C:17]=1[CH:23]=[O:24]. The yield is 0.650. (9) The reactants are [NH2:1][C:2]1[CH:33]=[CH:32][C:5]([O:6][C:7]2[CH:12]=[CH:11][N:10]=[C:9]3[CH:13]=[C:14]([C:16]4[CH:17]=[N:18][N:19]([CH2:21][CH2:22][N:23]([CH3:31])[C:24](=[O:30])[O:25][C:26]([CH3:29])([CH3:28])[CH3:27])[CH:20]=4)[S:15][C:8]=23)=[C:4]([F:34])[CH:3]=1.FC1C=C(NC(NC(=O)CC2C=CC=CC=2)=S)C=CC=1OC1C=CN=C2C=C(C3C=CC(S(C)(=O)=O)=CC=3)SC=12.[CH3:75][O:76][C:77]1[CH:82]=[CH:81][CH:80]=[CH:79][C:78]=1[CH2:83][C:84]([N:86]=[C:87]=[S:88])=[O:85]. No catalyst specified. The product is [F:34][C:4]1[CH:3]=[C:2]([NH:1][C:87]([NH:86][C:84](=[O:85])[CH2:83][C:78]2[CH:79]=[CH:80][CH:81]=[CH:82][C:77]=2[O:76][CH3:75])=[S:88])[CH:33]=[CH:32][C:5]=1[O:6][C:7]1[CH:12]=[CH:11][N:10]=[C:9]2[CH:13]=[C:14]([C:16]3[CH:17]=[N:18][N:19]([CH2:21][CH2:22][N:23]([CH3:31])[C:24](=[O:30])[O:25][C:26]([CH3:27])([CH3:28])[CH3:29])[CH:20]=3)[S:15][C:8]=12. The yield is 0.900. (10) The reactants are [Br:1][C:2]1[CH:7]=[CH:6][CH:5]=[CH:4][C:3]=1[S:8][C:9]1[CH:14]=[CH:13][C:12]([CH2:15][OH:16])=[CH:11][CH:10]=1.OO.[OH2:19].C(OCC)(=[O:22])C. The catalyst is C(O)(=O)C.[O-][W]([O-])(=O)=O.[Na+].[Na+]. The product is [Br:1][C:2]1[CH:7]=[CH:6][CH:5]=[CH:4][C:3]=1[S:8]([C:9]1[CH:14]=[CH:13][C:12]([CH2:15][OH:16])=[CH:11][CH:10]=1)(=[O:22])=[O:19]. The yield is 0.800.